Dataset: Ames mutagenicity test results for genotoxicity prediction. Task: Regression/Classification. Given a drug SMILES string, predict its toxicity properties. Task type varies by dataset: regression for continuous values (e.g., LD50, hERG inhibition percentage) or binary classification for toxic/non-toxic outcomes (e.g., AMES mutagenicity, cardiotoxicity, hepatotoxicity). Dataset: ames. (1) The drug is CC1(C)SC2C(NC(=O)COc3ccccc3)C(=O)N2C1C(=O)O. The result is 0 (non-mutagenic). (2) The molecule is N=C(Nc1ccccc1)Nc1ccccc1. The result is 1 (mutagenic).